This data is from Forward reaction prediction with 1.9M reactions from USPTO patents (1976-2016). The task is: Predict the product of the given reaction. (1) Given the reactants C(O)(=O)C.C(O)(=O)C.C(NCCNCC1C=CC=CC=1)C1C=CC=CC=1.[N+:27]([CH2:30][CH2:31][CH2:32][CH2:33][CH2:34][CH2:35][CH2:36][CH2:37]CCCCCCCCCC)([O-:29])=[O:28].C=O, predict the reaction product. The product is: [N+:27]([CH2:30][CH2:31][C:32]1[CH:33]=[CH:34][CH:35]=[CH:36][CH:37]=1)([O-:29])=[O:28]. (2) Given the reactants [NH2:1][C@@H:2]([C:5]1[CH:10]=[CH:9][CH:8]=[CH:7][CH:6]=1)[CH2:3][OH:4].[CH2:11]=O, predict the reaction product. The product is: [C:5]1([C@H:2]2[CH2:3][O:4][CH2:11][NH:1]2)[CH:10]=[CH:9][CH:8]=[CH:7][CH:6]=1. (3) Given the reactants [Cl:1][C:2]1[C:3]([C:11]2[CH:16]=[CH:15][CH:14]=[C:13]([Cl:17])[CH:12]=2)=[CH:4][C:5]([C:8]([OH:10])=O)=[N:6][CH:7]=1.[NH2:18][C:19]([CH3:23])([CH3:22])[CH2:20][OH:21], predict the reaction product. The product is: [OH:21][CH2:20][C:19]([NH:18][C:8]([C:5]1[CH:4]=[C:3]([C:11]2[CH:16]=[CH:15][CH:14]=[C:13]([Cl:17])[CH:12]=2)[C:2]([Cl:1])=[CH:7][N:6]=1)=[O:10])([CH3:23])[CH3:22]. (4) Given the reactants Br[C:2]1[CH:10]=[C:9]2[C:5]([C:6]([CH3:19])([CH3:18])[C:7](=[O:17])[N:8]2[CH2:11][CH2:12][CH2:13][CH2:14][O:15][CH3:16])=[CH:4][CH:3]=1.C1(P(C2C=CC=CC=2)C2C=CC=CC=2)C=CC=CC=1.C(N(CC)CC)C.[CH3:46][OH:47].CN([CH:51]=[O:52])C, predict the reaction product. The product is: [CH3:16][O:15][CH2:14][CH2:13][CH2:12][CH2:11][N:8]1[C:9]2[C:5](=[CH:4][CH:3]=[C:2]([C:46]([O:52][CH3:51])=[O:47])[CH:10]=2)[C:6]([CH3:19])([CH3:18])[C:7]1=[O:17]. (5) Given the reactants [S:1]([C:5]1[CH:11]=[CH:10][C:8]([CH3:9])=[CH:7][CH:6]=1)([O-:4])(=[O:3])=[O:2].[Cl:12][C:13]1[CH:14]=[CH:15][C:16]2[N:25]([C:26]([C:28]3[CH:40]=[CH:39][C:31]([CH2:32][NH:33][C:34]([CH:36]4[CH2:38][CH2:37]4)=[O:35])=[C:30]([F:41])[CH:29]=3)=[O:27])[CH2:24][C:23]3[CH:22]=[N:21][N:20]([CH3:42])[C:19]=3[NH:18][C:17]=2[CH:43]=1.C1(C)C=CC(S(O)(=O)=O)=CC=1, predict the reaction product. The product is: [C:8]1([CH3:9])[CH:7]=[CH:6][C:5]([S:1]([OH:4])(=[O:2])=[O:3])=[CH:11][CH:10]=1.[Cl:12][C:13]1[CH:14]=[CH:15][C:16]2[N:25]([C:26]([C:28]3[CH:40]=[CH:39][C:31]([CH2:32][NH:33][C:34]([CH:36]4[CH2:37][CH2:38]4)=[O:35])=[C:30]([F:41])[CH:29]=3)=[O:27])[CH2:24][C:23]3[CH:22]=[N:21][N:20]([CH3:42])[C:19]=3[NH:18][C:17]=2[CH:43]=1.